This data is from Catalyst prediction with 721,799 reactions and 888 catalyst types from USPTO. The task is: Predict which catalyst facilitates the given reaction. (1) Reactant: CO[C:3]([C:5]1[C:6](=[O:17])[O:7][C:8]2[C:13]([C:14]=1[OH:15])=[CH:12][CH:11]=[CH:10][C:9]=2[Cl:16])=[O:4].[Na+].[NH2:19][CH2:20][C:21]([O-:23])=[O:22]. Product: [Cl:16][C:9]1[CH:10]=[CH:11][CH:12]=[C:13]2[C:8]=1[O:7][C:6](=[O:17])[C:5]([C:3]([NH:19][CH2:20][C:21]([OH:23])=[O:22])=[O:4])=[C:14]2[OH:15]. The catalyst class is: 141. (2) Reactant: [OH:1][CH2:2][CH:3]([N:10]1[CH:14]=[C:13]([C:15]([O:17]CC)=[O:16])[CH:12]=[N:11]1)[C:4]1[CH:9]=[CH:8][CH:7]=[CH:6][CH:5]=1.[OH-].[Na+].Cl. Product: [OH:1][CH2:2][CH:3]([N:10]1[CH:14]=[C:13]([C:15]([OH:17])=[O:16])[CH:12]=[N:11]1)[C:4]1[CH:5]=[CH:6][CH:7]=[CH:8][CH:9]=1. The catalyst class is: 14.